Dataset: Catalyst prediction with 721,799 reactions and 888 catalyst types from USPTO. Task: Predict which catalyst facilitates the given reaction. (1) Product: [C:4]([O:3][C:1]([NH:20][C@@H:15]([CH2:16][CH3:17])[CH:14]=[O:28])=[O:2])([CH3:5])([CH3:6])[CH3:7]. Reactant: [C:1]([C@@H](CC)C(N)O)([O:3][C:4]([CH3:7])([CH3:6])[CH3:5])=[O:2].[CH3:14][C:15]1(C)[N:20]([O])C(C)(C)C[CH2:17][CH2:16]1.[Br-].[Na+].C(=O)([O-])[OH:28].[Na+]. The catalyst class is: 46. (2) Reactant: Cl[C:2]1[C:7]([F:8])=[C:6]([Cl:9])[N:5]=[CH:4][N:3]=1.C(=O)([O-])[O-].[K+].[K+].Cl.[CH3:17][CH:18]1[CH2:24][CH2:23][CH2:22][CH2:21][CH2:20][NH:19]1.[Cl-].[NH4+]. Product: [Cl:9][C:6]1[N:5]=[CH:4][N:3]=[C:2]([N:19]2[CH2:20][CH2:21][CH2:22][CH2:23][CH2:24][CH:18]2[CH3:17])[C:7]=1[F:8]. The catalyst class is: 10. (3) Product: [CH3:8][C:7]1[S:6][C:5]([N:9]2[CH2:14][CH2:13][CH2:12][CH2:11][CH2:10]2)=[N:4][C:3]=1[CH2:2][P:15](=[O:22])([O:19][CH2:20][CH3:21])[O:16][CH2:17][CH3:18]. Reactant: Cl[CH2:2][C:3]1[N:4]=[C:5]([N:9]2[CH2:14][CH2:13][CH2:12][CH2:11][CH2:10]2)[S:6][C:7]=1[CH3:8].[P:15]([O:22]CC)([O:19][CH2:20][CH3:21])[O:16][CH2:17][CH3:18]. The catalyst class is: 370. (4) Reactant: [Br:1][C:2]1[CH:3]=[CH:4][CH:5]=[C:6]2[C:11]=1[CH2:10][N:9]([C:12]([O:14][C:15]([CH3:18])([CH3:17])[CH3:16])=[O:13])[CH2:8][C:7]2=[O:19].[BH4-].[Na+]. Product: [Br:1][C:2]1[CH:3]=[CH:4][CH:5]=[C:6]2[C:11]=1[CH2:10][N:9]([C:12]([O:14][C:15]([CH3:17])([CH3:16])[CH3:18])=[O:13])[CH2:8][CH:7]2[OH:19]. The catalyst class is: 1.